This data is from Catalyst prediction with 721,799 reactions and 888 catalyst types from USPTO. The task is: Predict which catalyst facilitates the given reaction. (1) Product: [O:1]=[C:2]1[CH2:7][NH:6][C:5]2[CH:8]=[C:9]([CH2:12][CH:13]3[CH2:18][CH2:17][CH2:16][N:15]([C:19]([O:21][C:22]([CH3:25])([CH3:24])[CH3:23])=[O:20])[CH2:14]3)[CH:10]=[CH:11][C:4]=2[O:3]1. The catalyst class is: 50. Reactant: [O:1]=[C:2]1[CH2:7][NH:6][C:5]2[CH:8]=[C:9]([CH:12]=[C:13]3[CH2:18][CH2:17][CH2:16][N:15]([C:19]([O:21][C:22]([CH3:25])([CH3:24])[CH3:23])=[O:20])[CH2:14]3)[CH:10]=[CH:11][C:4]=2[O:3]1. (2) Product: [N+:11]([C:14]1[CH:19]=[CH:18][C:17]([O:20][CH2:2][CH2:3][CH2:4][N:5]2[CH2:10][CH2:9][CH2:8][CH2:7][CH2:6]2)=[CH:16][CH:15]=1)([O-:13])=[O:12]. Reactant: Cl[CH2:2][CH2:3][CH2:4][N:5]1[CH2:10][CH2:9][CH2:8][CH2:7][CH2:6]1.[N+:11]([C:14]1[CH:19]=[CH:18][C:17]([OH:20])=[CH:16][CH:15]=1)([O-:13])=[O:12].C([O-])([O-])=O.[K+].[K+]. The catalyst class is: 303. (3) Reactant: [F:1][C:2]1[CH:3]=[C:4]2[C:11]([C:12]3[N:13]=[N:14][C:15]4[C:20]5([CH2:22][CH2:21]5)[C:19](=[O:23])[NH:18][C:16]=4[N:17]=3)=[N:10][N:9](CC3C=CC(OC)=CC=3)[C:5]2=[N:6][C:7]=1[CH3:8].[N+]([O-])([O-])=O.[Ce+4].[NH4+].[N+]([O-])([O-])=O.[N+]([O-])([O-])=O.[N+]([O-])([O-])=O.[N+]([O-])([O-])=O.O. Product: [F:1][C:2]1[CH:3]=[C:4]2[C:11]([C:12]3[N:13]=[N:14][C:15]4[C:20]5([CH2:22][CH2:21]5)[C:19](=[O:23])[NH:18][C:16]=4[N:17]=3)=[N:10][NH:9][C:5]2=[N:6][C:7]=1[CH3:8]. The catalyst class is: 47.